Dataset: Forward reaction prediction with 1.9M reactions from USPTO patents (1976-2016). Task: Predict the product of the given reaction. (1) The product is: [CH2:12]([S:13][CH:3]([CH3:4])[C:2](=[O:5])[CH3:1])[C:6]1[CH:11]=[CH:10][CH:9]=[CH:8][CH:7]=1. Given the reactants [CH3:1][CH:2]([OH:5])[C:3]#[CH:4].[C:6]1([CH2:12][SH:13])[CH:11]=[CH:10][CH:9]=[CH:8][CH:7]=1, predict the reaction product. (2) The product is: [CH3:25][C:17]1[C:16]2[C:20](=[CH:21][CH:22]=[C:23]([CH3:24])[C:15]=2[C:13]2[N:14]=[C:9]([O:8][CH2:7][C@H:5]([OH:6])[CH2:4][OH:3])[C:10]3[CH2:29][N:28]([C:30]4[CH:35]=[C:34]([CH:36]([CH3:38])[CH3:37])[CH:33]=[CH:32][C:31]=4[CH3:39])[CH2:27][CH2:26][C:11]=3[N:12]=2)[NH:19][N:18]=1. Given the reactants CC1(C)[O:6][C@@H:5]([CH2:7][O:8][C:9]2[C:10]3[CH2:29][N:28]([C:30]4[CH:35]=[C:34]([CH:36]([CH3:38])[CH3:37])[CH:33]=[CH:32][C:31]=4[CH3:39])[CH2:27][CH2:26][C:11]=3[N:12]=[C:13]([C:15]3[C:23]([CH3:24])=[CH:22][CH:21]=[C:20]4[C:16]=3[C:17]([CH3:25])=[N:18][NH:19]4)[N:14]=2)[CH2:4][O:3]1, predict the reaction product. (3) The product is: [F:22][C:10]1([F:21])[CH:11]([C:14]2[CH:19]=[CH:18][C:17]([OH:20])=[CH:16][CH:15]=2)[CH2:12][CH2:13][N:8]([C:31]([O:33][C:34]([CH3:35])([CH3:36])[CH3:37])=[O:32])[CH2:9]1. Given the reactants C([N:8]1[CH2:13][CH:12]=[C:11]([C:14]2[CH:19]=[CH:18][C:17]([OH:20])=[CH:16][CH:15]=2)[C:10]([F:22])([F:21])[CH2:9]1)C1C=CC=CC=1.[C:31](O[C:31]([O:33][C:34]([CH3:37])([CH3:36])[CH3:35])=[O:32])([O:33][C:34]([CH3:37])([CH3:36])[CH3:35])=[O:32], predict the reaction product. (4) Given the reactants [F:1][C:2]1[CH:7]=[CH:6][C:5]2[O:8][CH2:9][C:10]3[C:11](=[N:12][N:13]([CH3:18])[C:14]=3[C:15]([OH:17])=O)[C:4]=2[CH:3]=1.C(Cl)(=O)C(Cl)=O.N1C=CC=CC=1.[Cl:31][C:32]1[CH:33]=[C:34]([CH:36]=[CH:37][CH:38]=1)[NH2:35], predict the reaction product. The product is: [Cl:31][C:32]1[CH:33]=[C:34]([NH:35][C:15]([C:14]2[N:13]([CH3:18])[N:12]=[C:11]3[C:4]4[CH:3]=[C:2]([F:1])[CH:7]=[CH:6][C:5]=4[O:8][CH2:9][C:10]=23)=[O:17])[CH:36]=[CH:37][CH:38]=1. (5) Given the reactants [OH:1][CH:2]1[CH2:5][N:4]([C:6]([O:8][C:9]([CH3:12])([CH3:11])[CH3:10])=[O:7])[CH2:3]1.C(N(CC)CC)C.[CH3:20][S:21](Cl)(=[O:23])=[O:22], predict the reaction product. The product is: [CH3:20][S:21]([O:1][CH:2]1[CH2:3][N:4]([C:6]([O:8][C:9]([CH3:12])([CH3:11])[CH3:10])=[O:7])[CH2:5]1)(=[O:23])=[O:22]. (6) Given the reactants [OH:1][C:2]1[CH:3]=[CH:4][CH:5]=[C:6]2[C:11]=1[N:10]=[CH:9][CH:8]=[CH:7]2.[Ir:12](Cl)(Cl)Cl.[C:16]1([C:22]2[S:23][C:24]3[CH:30]=[CH:29][CH:28]=[CH:27][C:25]=3[N:26]=2)[CH:21]=[CH:20][CH:19]=[CH:18][CH:17]=1.[C:31](=[O:34])([O-:33])[O-:32].[Na+].[Na+], predict the reaction product. The product is: [OH:1][C:2]1[CH:3]=[CH:4][CH:5]=[C:6]2[C:11]=1[N:10]=[C:9]([C:31]([O-:33])=[O:32])[CH:8]=[CH:7]2.[Ir+3:12].[C:16]1([C:22]2[S:23][C:24]3[CH:30]=[CH:29][CH:28]=[CH:27][C:25]=3[N:26]=2)[CH:17]=[CH:18][CH:19]=[CH:20][CH:21]=1.[C:16]1([C:22]2[S:23][C:24]3[CH:30]=[CH:29][CH:28]=[CH:27][C:25]=3[N:26]=2)[CH:17]=[CH:18][CH:19]=[CH:20][CH:21]=1.[OH:1][C:2]1[CH:3]=[CH:4][CH:5]=[C:6]2[C:11]=1[N:10]=[C:9]([C:31]([O-:32])=[O:34])[CH:8]=[CH:7]2.[OH:1][C:2]1[CH:3]=[CH:4][CH:5]=[C:6]2[C:11]=1[N:10]=[C:9]([C:31]([O-:33])=[O:32])[CH:8]=[CH:7]2. (7) Given the reactants [C:1]([O:4][NH:5][C:6]([O:8][C:9]([CH3:12])([CH3:11])[CH3:10])=[O:7])(=[O:3])[CH3:2].[H-].[Na+].[Br:15][C:16]1[CH:21]=[CH:20][CH:19]=[CH:18][C:17]=1[S:22](Cl)(=[O:24])=[O:23].CCCCCCC, predict the reaction product. The product is: [C:1]([O:4][N:5]([S:22]([C:17]1[CH:18]=[CH:19][CH:20]=[CH:21][C:16]=1[Br:15])(=[O:24])=[O:23])[C:6](=[O:7])[O:8][C:9]([CH3:12])([CH3:11])[CH3:10])(=[O:3])[CH3:2]. (8) Given the reactants [CH3:1][O:2][C:3]1[CH:8]=[C:7](OC)[N:6]=[C:5]([CH2:11][NH:12][C:13](=[O:24])[C:14]2[C:19]([C:20]([F:23])([F:22])[F:21])=[CH:18][CH:17]=[N:16][CH:15]=2)[N:4]=1.P(Cl)(Cl)([Cl:27])=O, predict the reaction product. The product is: [Cl:27][C:7]1[CH:8]=[C:3]([O:2][CH3:1])[N:4]=[C:5]([CH2:11][NH:12][C:13](=[O:24])[C:14]2[C:19]([C:20]([F:23])([F:22])[F:21])=[CH:18][CH:17]=[N:16][CH:15]=2)[N:6]=1.